This data is from Full USPTO retrosynthesis dataset with 1.9M reactions from patents (1976-2016). The task is: Predict the reactants needed to synthesize the given product. (1) Given the product [F:1][C:2]1[CH:3]=[C:4]([CH:7]=[CH:8][C:9]=1[C:20]1[CH:21]=[N:22][CH:23]=[CH:24][C:25]=1[CH:26]([OH:28])[CH3:27])[C:5]#[N:6], predict the reactants needed to synthesize it. The reactants are: [F:1][C:2]1[CH:3]=[C:4]([CH:7]=[CH:8][C:9]=1B1OC(C)(C)C(C)(C)O1)[C:5]#[N:6].Br[C:20]1[CH:21]=[N:22][CH:23]=[CH:24][C:25]=1[CH:26]([OH:28])[CH3:27].C(Cl)Cl.C([O-])([O-])=O.[Na+].[Na+]. (2) Given the product [CH3:3][N:4]1[C:10](=[O:11])[C:9]2[CH:12]=[CH:13][CH:14]=[CH:15][C:8]=2[CH:7]([CH2:16][C:17]([OH:19])=[O:18])[C:6]2[CH:21]=[CH:22][C:23]([O:25][CH2:26][CH2:27][CH2:28][CH2:29][NH:30][C:31]3[CH:36]=[CH:35][CH:34]=[CH:33][N:32]=3)=[CH:24][C:5]1=2, predict the reactants needed to synthesize it. The reactants are: [OH-].[Na+].[CH3:3][N:4]1[C:10](=[O:11])[C:9]2[CH:12]=[CH:13][CH:14]=[CH:15][C:8]=2[CH:7]([CH2:16][C:17]([O:19]C)=[O:18])[C:6]2[CH:21]=[CH:22][C:23]([O:25][CH2:26][CH2:27][CH2:28][CH2:29][NH:30][C:31]3[CH:36]=[CH:35][CH:34]=[CH:33][N:32]=3)=[CH:24][C:5]1=2.CO.